Task: Predict the reaction yield, written as a fraction of the theoretical maximum amount of product (1.0 means a 100% yield; for example, 0.34 means a 34% yield).. Dataset: Reaction yield outcomes from USPTO patents with 853,638 reactions The reactants are [C:1]([NH:5][C:6]1[CH:11]=[CH:10][C:9]([N+:12]([O-:14])=[O:13])=[CH:8][CH:7]=1)([CH3:4])([CH3:3])[CH3:2].[Br:15]Br. The catalyst is CC(O)=O. The product is [Br:15][C:11]1[CH:10]=[C:9]([N+:12]([O-:14])=[O:13])[CH:8]=[CH:7][C:6]=1[NH:5][C:1]([CH3:4])([CH3:2])[CH3:3]. The yield is 0.430.